From a dataset of Full USPTO retrosynthesis dataset with 1.9M reactions from patents (1976-2016). Predict the reactants needed to synthesize the given product. (1) Given the product [Cl:1][C:2]1[CH:7]=[CH:6][C:5]([S:8]([NH:11][CH:12]([C:14]2[C:18]([C:27]#[C:26][Si:23]([CH3:25])([CH3:24])[CH3:22])=[C:17]([CH2:20][CH3:21])[O:16][N:15]=2)[CH3:13])(=[O:10])=[O:9])=[CH:4][CH:3]=1, predict the reactants needed to synthesize it. The reactants are: [Cl:1][C:2]1[CH:7]=[CH:6][C:5]([S:8]([NH:11][CH:12]([C:14]2[C:18](I)=[C:17]([CH2:20][CH3:21])[O:16][N:15]=2)[CH3:13])(=[O:10])=[O:9])=[CH:4][CH:3]=1.[CH3:22][Si:23]([C:26]#[CH:27])([CH3:25])[CH3:24].CN(C)C=O. (2) Given the product [CH2:1]([N:8]1[CH:16]=[C:15]2[C:10]([CH:11]=[C:12]([C:17]3[CH:18]=[C:19]([C:27]4[CH:32]=[CH:31][C:30]([N:33]5[CH2:38][CH2:37][N:36]([CH2:40][CH2:41][CH3:42])[CH2:35][CH2:34]5)=[CH:29][CH:28]=4)[N:20]4[C:25]=3[C:24]([NH2:26])=[N:23][CH:22]=[N:21]4)[CH:13]=[CH:14]2)=[N:9]1)[C:2]1[CH:7]=[CH:6][CH:5]=[CH:4][CH:3]=1, predict the reactants needed to synthesize it. The reactants are: [CH2:1]([N:8]1[CH:16]=[C:15]2[C:10]([CH:11]=[C:12]([C:17]3[CH:18]=[C:19]([C:27]4[CH:32]=[CH:31][C:30]([N:33]5[CH2:38][CH2:37][NH:36][CH2:35][CH2:34]5)=[CH:29][CH:28]=4)[N:20]4[C:25]=3[C:24]([NH2:26])=[N:23][CH:22]=[N:21]4)[CH:13]=[CH:14]2)=[N:9]1)[C:2]1[CH:7]=[CH:6][CH:5]=[CH:4][CH:3]=1.I[CH2:40][CH2:41][CH3:42].C(=O)([O-])[O-].[K+].[K+]. (3) The reactants are: [CH3:1][C:2]([NH:7][C:8](=[O:35])[C:9]1[C:10](=[CH:30][CH:31]=[CH:32][C:33]=1[I:34])[C:11]([NH:13][C:14]1[CH:19]=[CH:18][C:17]([CH:20]([C:25]([F:28])([F:27])[F:26])[C:21]([F:24])([F:23])[F:22])=[CH:16][C:15]=1[CH3:29])=[O:12])([CH3:6])[CH2:3][S:4][CH3:5].ClC1C=CC=C(C(OO)=[O:44])C=1. Given the product [CH3:6][C:2]([NH:7][C:8](=[O:35])[C:9]1[C:10](=[CH:30][CH:31]=[CH:32][C:33]=1[I:34])[C:11]([NH:13][C:14]1[CH:19]=[CH:18][C:17]([CH:20]([C:21]([F:23])([F:22])[F:24])[C:25]([F:28])([F:26])[F:27])=[CH:16][C:15]=1[CH3:29])=[O:12])([CH3:1])[CH2:3][S:4]([CH3:5])=[O:44], predict the reactants needed to synthesize it.